Regression. Given two drug SMILES strings and cell line genomic features, predict the synergy score measuring deviation from expected non-interaction effect. From a dataset of NCI-60 drug combinations with 297,098 pairs across 59 cell lines. Drug 1: C1CCC(CC1)NC(=O)N(CCCl)N=O. Drug 2: C1=NC2=C(N=C(N=C2N1C3C(C(C(O3)CO)O)O)F)N. Cell line: MDA-MB-231. Synergy scores: CSS=14.2, Synergy_ZIP=-8.79, Synergy_Bliss=-3.90, Synergy_Loewe=-4.82, Synergy_HSA=-2.38.